From a dataset of Reaction yield outcomes from USPTO patents with 853,638 reactions. Predict the reaction yield, written as a fraction of the theoretical maximum amount of product (1.0 means a 100% yield; for example, 0.34 means a 34% yield). The reactants are [O:1]1[C:5]([C:6]2[CH:11]=[CH:10][CH:9]=[CH:8][C:7]=2[CH2:12][OH:13])=[CH:4][CH:3]=[N:2]1. The catalyst is C1COCC1.[O-2].[O-2].[Mn+4]. The product is [O:1]1[C:5]([C:6]2[CH:11]=[CH:10][CH:9]=[CH:8][C:7]=2[CH:12]=[O:13])=[CH:4][CH:3]=[N:2]1. The yield is 0.300.